Dataset: NCI-60 drug combinations with 297,098 pairs across 59 cell lines. Task: Regression. Given two drug SMILES strings and cell line genomic features, predict the synergy score measuring deviation from expected non-interaction effect. (1) Drug 1: CCCS(=O)(=O)NC1=C(C(=C(C=C1)F)C(=O)C2=CNC3=C2C=C(C=N3)C4=CC=C(C=C4)Cl)F. Drug 2: C1CCC(C(C1)N)N.C(=O)(C(=O)[O-])[O-].[Pt+4]. Cell line: HL-60(TB). Synergy scores: CSS=29.0, Synergy_ZIP=8.21, Synergy_Bliss=11.3, Synergy_Loewe=-14.7, Synergy_HSA=3.32. (2) Drug 1: CN(C)N=NC1=C(NC=N1)C(=O)N. Drug 2: CC1=C(C(=O)C2=C(C1=O)N3CC4C(C3(C2COC(=O)N)OC)N4)N. Cell line: SW-620. Synergy scores: CSS=43.6, Synergy_ZIP=15.6, Synergy_Bliss=14.1, Synergy_Loewe=-20.3, Synergy_HSA=9.88. (3) Drug 1: CC1C(C(CC(O1)OC2CC(OC(C2O)C)OC3=CC4=CC5=C(C(=O)C(C(C5)C(C(=O)C(C(C)O)O)OC)OC6CC(C(C(O6)C)O)OC7CC(C(C(O7)C)O)OC8CC(C(C(O8)C)O)(C)O)C(=C4C(=C3C)O)O)O)O. Drug 2: CCC1(C2=C(COC1=O)C(=O)N3CC4=CC5=C(C=CC(=C5CN(C)C)O)N=C4C3=C2)O.Cl. Synergy scores: CSS=71.5, Synergy_ZIP=-0.357, Synergy_Bliss=0.510, Synergy_Loewe=-1.73, Synergy_HSA=-0.399. Cell line: HL-60(TB). (4) Drug 1: CN(C)N=NC1=C(NC=N1)C(=O)N. Drug 2: CC1=C(C=C(C=C1)C(=O)NC2=CC(=CC(=C2)C(F)(F)F)N3C=C(N=C3)C)NC4=NC=CC(=N4)C5=CN=CC=C5. Cell line: SK-MEL-5. Synergy scores: CSS=4.33, Synergy_ZIP=-1.41, Synergy_Bliss=1.06, Synergy_Loewe=-6.40, Synergy_HSA=-2.90. (5) Drug 1: CCC1(CC2CC(C3=C(CCN(C2)C1)C4=CC=CC=C4N3)(C5=C(C=C6C(=C5)C78CCN9C7C(C=CC9)(C(C(C8N6C)(C(=O)OC)O)OC(=O)C)CC)OC)C(=O)OC)O.OS(=O)(=O)O. Drug 2: CC(C)NC(=O)C1=CC=C(C=C1)CNNC.Cl. Cell line: SNB-75. Synergy scores: CSS=3.66, Synergy_ZIP=4.42, Synergy_Bliss=1.37, Synergy_Loewe=-4.18, Synergy_HSA=0.635. (6) Drug 1: CC12CCC3C(C1CCC2=O)CC(=C)C4=CC(=O)C=CC34C. Drug 2: CC1CCCC2(C(O2)CC(NC(=O)CC(C(C(=O)C(C1O)C)(C)C)O)C(=CC3=CSC(=N3)C)C)C. Cell line: HCC-2998. Synergy scores: CSS=43.9, Synergy_ZIP=0.531, Synergy_Bliss=-0.547, Synergy_Loewe=-3.49, Synergy_HSA=-0.124. (7) Drug 1: COC1=CC(=CC(=C1O)OC)C2C3C(COC3=O)C(C4=CC5=C(C=C24)OCO5)OC6C(C(C7C(O6)COC(O7)C8=CC=CS8)O)O. Drug 2: CN(C)C1=NC(=NC(=N1)N(C)C)N(C)C. Cell line: CAKI-1. Synergy scores: CSS=45.3, Synergy_ZIP=0.0198, Synergy_Bliss=-1.44, Synergy_Loewe=-59.0, Synergy_HSA=0.527.